The task is: Predict the reaction yield, written as a fraction of the theoretical maximum amount of product (1.0 means a 100% yield; for example, 0.34 means a 34% yield).. This data is from Reaction yield outcomes from USPTO patents with 853,638 reactions. (1) The yield is 0.250. The reactants are C[Si]([N-][Si](C)(C)C)(C)C.[Na+].[C:11]([C:15]1[CH:20]=[CH:19][C:18]([C:21]#[C:22][C:23]2[CH:28]=[CH:27][N:26]=[CH:25][C:24]=2[NH2:29])=[CH:17][CH:16]=1)([CH3:14])([CH3:13])[CH3:12].[C:30](O[C:30]([O:32][C:33]([CH3:36])([CH3:35])[CH3:34])=[O:31])([O:32][C:33]([CH3:36])([CH3:35])[CH3:34])=[O:31].[Cl-].[NH4+]. The product is [C:11]([C:15]1[CH:16]=[CH:17][C:18]([C:21]#[C:22][C:23]2[CH:28]=[CH:27][N:26]=[CH:25][C:24]=2[NH:29][C:30](=[O:31])[O:32][C:33]([CH3:36])([CH3:35])[CH3:34])=[CH:19][CH:20]=1)([CH3:14])([CH3:12])[CH3:13]. The catalyst is O1CCCC1. (2) The reactants are Br[C:2]1[C:3]2[C:8]([CH:9]=[C:10]3[C:15]=1[CH:14]=[CH:13][CH:12]=[CH:11]3)=[CH:7][CH:6]=[CH:5][CH:4]=2.[C:16]1(B(O)O)[CH:21]=[CH:20][CH:19]=[CH:18][CH:17]=1.C(=O)([O-])[O-].[K+].[K+].C1(C)C=CC=CC=1P(C1C=CC=CC=1C)C1C=CC=CC=1C. The catalyst is C([O-])(=O)C.[Pd+2].C([O-])(=O)C.COCCOC. The product is [C:16]1([C:2]2[C:3]3[C:8]([CH:9]=[C:10]4[C:15]=2[CH:14]=[CH:13][CH:12]=[CH:11]4)=[CH:7][CH:6]=[CH:5][CH:4]=3)[CH:21]=[CH:20][CH:19]=[CH:18][CH:17]=1. The yield is 0.850. (3) The reactants are Br[C:2]1[C:11]([CH3:12])=[CH:10][C:5]2[C:6]([CH3:9])=[N:7][O:8][C:4]=2[CH:3]=1.[NH2:13][C:14]1[CH:19]=[N:18][C:17](B2OC(C)(C)C(C)(C)O2)=[CH:16][N:15]=1.[O-]P([O-])([O-])=O.[K+].[K+].[K+].CC(=O)OCC. The catalyst is C(#N)C.O1CCOCC1.O. The product is [CH3:9][C:6]1[C:5]2[CH:10]=[C:11]([CH3:12])[C:2]([C:17]3[N:18]=[CH:19][C:14]([NH2:13])=[N:15][CH:16]=3)=[CH:3][C:4]=2[O:8][N:7]=1. The yield is 0.261. (4) The yield is 0.710. The reactants are [CH:1]1[C:13]2[CH:12]([CH2:14][O:15][C:16]([NH:18][C@H:19]([C:25]([OH:27])=[O:26])[CH2:20][CH2:21][CH2:22][CH2:23][NH2:24])=[O:17])[C:11]3[C:6](=[CH:7][CH:8]=[CH:9][CH:10]=3)[C:5]=2[CH:4]=[CH:3][CH:2]=1.[CH3:28][C:29]1[CH:34]=[CH:33][C:32]([S:35](Cl)(=[O:37])=[O:36])=[CH:31][CH:30]=1. No catalyst specified. The product is [CH3:28][C:29]1[CH:34]=[CH:33][C:32]([S:35]([NH:24][CH2:23][CH2:22][CH2:21][CH2:20][C@@H:19]([C:25]([OH:27])=[O:26])[NH:18][C:16]([O:15][CH2:14][CH:12]2[C:11]3[CH:10]=[CH:9][CH:8]=[CH:7][C:6]=3[C:5]3[C:13]2=[CH:1][CH:2]=[CH:3][CH:4]=3)=[O:17])(=[O:37])=[O:36])=[CH:31][CH:30]=1. (5) The catalyst is O1CCOCC1.[Pd].C1C=CC(P(C2C=CC=CC=2)[C-]2C=CC=C2)=CC=1.C1C=CC(P(C2C=CC=CC=2)[C-]2C=CC=C2)=CC=1.Cl[Pd]Cl.[Fe+2].C(Cl)Cl. The product is [Br:1][C:2]1[CH:3]=[C:4]2[C:9](=[CH:10][CH:11]=1)[N:8]=[CH:7][CH:6]=[C:5]2[C:18]1[CH:23]=[CH:22][N:21]=[N:20][CH:19]=1. The reactants are [Br:1][C:2]1[CH:3]=[C:4]2[C:9](=[CH:10][CH:11]=1)[N:8]=[CH:7][CH:6]=[C:5]2I.C([Sn](CCCC)(CCCC)[C:18]1[CH:23]=[CH:22][N:21]=[N:20][CH:19]=1)CCC.CCOC(C)=O. The yield is 0.388. (6) The reactants are [C:1]1([N:7]2C(C([O-])=O)=CN=C2)[CH:6]=[CH:5][CH:4]=[CH:3][CH:2]=1.C(N(CC)CC)C.C(OC(=O)CBr)(=O)C.Br[CH2:31][C:32]([NH:34][C:35]1[N:36]=[C:37]([N:53]([CH3:55])[CH3:54])[N:38]([C:47]2[CH:52]=[CH:51][CH:50]=[CH:49][CH:48]=2)[C:39]=1[C:40]([O:42][C:43]([CH3:46])([CH3:45])[CH3:44])=[O:41])=[O:33].NC1C=CC=CC=1. The catalyst is C(Cl)Cl.CN(C=O)C. The product is [CH3:54][N:53]([CH3:55])[C:37]1[N:38]([C:47]2[CH:52]=[CH:51][CH:50]=[CH:49][CH:48]=2)[C:39]([C:40]([O:42][C:43]([CH3:46])([CH3:45])[CH3:44])=[O:41])=[C:35]([NH:34][C:32](=[O:33])[CH2:31][NH:7][C:1]2[CH:6]=[CH:5][CH:4]=[CH:3][CH:2]=2)[N:36]=1. The yield is 0.185. (7) The reactants are CO[C:3]([C:5]1[CH:6]=[C:7]2[C:11](=[CH:12][CH:13]=1)[NH:10][N:9]=[CH:8]2)=[O:4].Br[CH2:15][CH2:16][O:17][CH3:18]. No catalyst specified. The product is [CH3:18][O:17][CH2:16][CH2:15][N:10]1[C:11]2[C:7](=[CH:6][C:5]([CH2:3][OH:4])=[CH:13][CH:12]=2)[CH:8]=[N:9]1. The yield is 0.540.